The task is: Regression. Given a peptide amino acid sequence and an MHC pseudo amino acid sequence, predict their binding affinity value. This is MHC class I binding data.. This data is from Peptide-MHC class I binding affinity with 185,985 pairs from IEDB/IMGT. (1) The peptide sequence is LYEASTTYL. The MHC is HLA-B39:01 with pseudo-sequence HLA-B39:01. The binding affinity (normalized) is 0.213. (2) The peptide sequence is MVTHFDNTQV. The MHC is HLA-A68:02 with pseudo-sequence HLA-A68:02. The binding affinity (normalized) is 0.787. (3) The peptide sequence is TTIFFRADK. The MHC is HLA-B07:02 with pseudo-sequence HLA-B07:02. The binding affinity (normalized) is 0.0847. (4) The peptide sequence is EVHYSGINY. The MHC is HLA-A26:01 with pseudo-sequence HLA-A26:01. The binding affinity (normalized) is 0.728. (5) The peptide sequence is EYLVSFGVWI. The MHC is Patr-A0701 with pseudo-sequence Patr-A0701. The binding affinity (normalized) is 0.551. (6) The peptide sequence is VIMWYNYLF. The MHC is HLA-B39:01 with pseudo-sequence HLA-B39:01. The binding affinity (normalized) is 0.0847. (7) The peptide sequence is DETFVHSGF. The MHC is HLA-A26:01 with pseudo-sequence HLA-A26:01. The binding affinity (normalized) is 0.0847. (8) The peptide sequence is GMNDYLGIFK. The MHC is HLA-A03:01 with pseudo-sequence HLA-A03:01. The binding affinity (normalized) is 0.903. (9) The peptide sequence is FSAGAGVLDK. The MHC is HLA-A03:01 with pseudo-sequence HLA-A03:01. The binding affinity (normalized) is 0.435. (10) The peptide sequence is SVKSFEIDK. The MHC is HLA-A03:01 with pseudo-sequence HLA-A03:01. The binding affinity (normalized) is 0.320.